From a dataset of Forward reaction prediction with 1.9M reactions from USPTO patents (1976-2016). Predict the product of the given reaction. Given the reactants CS(O[CH:6]([C:24]1[CH:29]=[CH:28][C:27]([N+:30]([O-:32])=[O:31])=[CH:26][CH:25]=1)[CH2:7][CH2:8][CH:9](OS(C)(=O)=O)[C:10]1[CH:15]=[CH:14][C:13]([N+:16]([O-:18])=[O:17])=[CH:12][CH:11]=1)(=O)=O.[NH2:33][C:34]1[CH:39]=[CH:38][CH:37]=[CH:36][CH:35]=1, predict the reaction product. The product is: [N+:16]([C:13]1[CH:14]=[CH:15][C:10]([CH:9]2[CH2:8][CH2:7][CH:6]([C:24]3[CH:29]=[CH:28][C:27]([N+:30]([O-:32])=[O:31])=[CH:26][CH:25]=3)[N:33]2[C:34]2[CH:39]=[CH:38][CH:37]=[CH:36][CH:35]=2)=[CH:11][CH:12]=1)([O-:18])=[O:17].